From a dataset of Catalyst prediction with 721,799 reactions and 888 catalyst types from USPTO. Predict which catalyst facilitates the given reaction. (1) Reactant: C[S-].[Na+].C[O:5][C:6]1[CH:11]=[CH:10][C:9]([C:12]2([CH2:18][N:19]3[CH2:24][CH2:23][N:22]([CH3:25])[CH2:21][CH2:20]3)[CH2:17][CH2:16][O:15][CH2:14][CH2:13]2)=[CH:8][CH:7]=1.[Cl-].[NH4+]. Product: [CH3:25][N:22]1[CH2:21][CH2:20][N:19]([CH2:18][C:12]2([C:9]3[CH:8]=[CH:7][C:6]([OH:5])=[CH:11][CH:10]=3)[CH2:13][CH2:14][O:15][CH2:16][CH2:17]2)[CH2:24][CH2:23]1. The catalyst class is: 9. (2) Reactant: [N:1]([C:4]1[CH:36]=[CH:35][C:7]2[NH:8][C:9]([C:14]3[C:15](=[O:34])[N:16]([CH2:26][C:27]4[CH:32]=[CH:31][C:30]([F:33])=[CH:29][CH:28]=4)[C@@H:17]4[C@H:22]([C:23]=3[OH:24])[C@@H:21]3[CH2:25][C@H:18]4[CH2:19][CH2:20]3)=[N:10][S:11](=[O:13])(=[O:12])[C:6]=2[CH:5]=1)=[N+]=[N-]. Product: [NH2:1][C:4]1[CH:36]=[CH:35][C:7]2[NH:8][C:9]([C:14]3[C:15](=[O:34])[N:16]([CH2:26][C:27]4[CH:28]=[CH:29][C:30]([F:33])=[CH:31][CH:32]=4)[C@@H:17]4[C@H:22]([C:23]=3[OH:24])[C@@H:21]3[CH2:25][C@H:18]4[CH2:19][CH2:20]3)=[N:10][S:11](=[O:12])(=[O:13])[C:6]=2[CH:5]=1. The catalyst class is: 381. (3) The catalyst class is: 11. Product: [Cl:5][C:6]1[CH:7]=[C:8]([CH:28]=[CH:29][CH:30]=1)[CH2:9][NH:10][C:11]1[C:12]2[CH:19]=[C:18]([C:20]3[CH:25]=[CH:24][C:23]([CH2:26][Cl:3])=[CH:22][CH:21]=3)[NH:17][C:13]=2[N:14]=[CH:15][N:16]=1. Reactant: S(Cl)([Cl:3])=O.[Cl:5][C:6]1[CH:7]=[C:8]([CH:28]=[CH:29][CH:30]=1)[CH2:9][NH:10][C:11]1[C:12]2[CH:19]=[C:18]([C:20]3[CH:25]=[CH:24][C:23]([CH2:26]O)=[CH:22][CH:21]=3)[NH:17][C:13]=2[N:14]=[CH:15][N:16]=1.